Dataset: Peptide-MHC class I binding affinity with 185,985 pairs from IEDB/IMGT. Task: Regression. Given a peptide amino acid sequence and an MHC pseudo amino acid sequence, predict their binding affinity value. This is MHC class I binding data. (1) The peptide sequence is IRKPKHLYV. The MHC is HLA-A26:01 with pseudo-sequence HLA-A26:01. The binding affinity (normalized) is 0.0847. (2) The peptide sequence is KLDDNEALIEKL. The MHC is Mamu-B8701 with pseudo-sequence Mamu-B8701. The binding affinity (normalized) is 1.00. (3) The peptide sequence is FLFMDRDAL. The MHC is HLA-A02:06 with pseudo-sequence HLA-A02:06. The binding affinity (normalized) is 0.542. (4) The peptide sequence is YVADALAAF. The MHC is HLA-A68:01 with pseudo-sequence HLA-A68:01. The binding affinity (normalized) is 0.666. (5) The peptide sequence is DVNGIRKPK. The MHC is HLA-A03:01 with pseudo-sequence HLA-A03:01. The binding affinity (normalized) is 0.0847. (6) The peptide sequence is KLMPICMDV. The MHC is HLA-A26:01 with pseudo-sequence HLA-A26:01. The binding affinity (normalized) is 0.0847. (7) The binding affinity (normalized) is 0.0847. The peptide sequence is MKWGMEMRR. The MHC is HLA-A26:01 with pseudo-sequence HLA-A26:01. (8) The peptide sequence is HLRGFSKSI. The MHC is HLA-A24:02 with pseudo-sequence HLA-A24:02. The binding affinity (normalized) is 0.